This data is from Full USPTO retrosynthesis dataset with 1.9M reactions from patents (1976-2016). The task is: Predict the reactants needed to synthesize the given product. Given the product [Cl:24][C:19]1[CH:18]=[C:17]2[C:22](=[C:21]([Cl:23])[CH:20]=1)[N:14]([C:4]1[C:5](=[O:13])[N:6]([CH:8]([CH2:11][CH3:12])[CH2:9][CH3:10])[CH:7]=[C:2]([C:25]#[N:26])[N:3]=1)[CH2:15][CH2:16]2, predict the reactants needed to synthesize it. The reactants are: Br[C:2]1[N:3]=[C:4]([N:14]2[C:22]3[C:17](=[CH:18][C:19]([Cl:24])=[CH:20][C:21]=3[Cl:23])[CH2:16][CH2:15]2)[C:5](=[O:13])[N:6]([CH:8]([CH2:11][CH3:12])[CH2:9][CH3:10])[CH:7]=1.[CH3:25][N:26](C)C=O.